Dataset: Forward reaction prediction with 1.9M reactions from USPTO patents (1976-2016). Task: Predict the product of the given reaction. (1) Given the reactants FC(F)(F)C(O)=O.[C:8]1([C:14]2[CH:15]=[C:16]([C:20]([NH:22][C:23]3[CH:35]=[C:34]([N:36]4[CH:40]=[CH:39][CH:38]=[N:37]4)[CH:33]=[CH:32][C:24]=3[C:25]([O:27]C(C)(C)C)=[O:26])=[O:21])[CH:17]=[N:18][CH:19]=2)[CH:13]=[CH:12][CH:11]=[CH:10][CH:9]=1, predict the reaction product. The product is: [C:8]1([C:14]2[CH:15]=[C:16]([C:20]([NH:22][C:23]3[CH:35]=[C:34]([N:36]4[CH:40]=[CH:39][CH:38]=[N:37]4)[CH:33]=[CH:32][C:24]=3[C:25]([OH:27])=[O:26])=[O:21])[CH:17]=[N:18][CH:19]=2)[CH:9]=[CH:10][CH:11]=[CH:12][CH:13]=1. (2) Given the reactants O[O:2][S:3]([O-:5])=O.[K+].[F:7][C:8]1[CH:9]=[C:10]([OH:16])[CH:11]=[CH:12][C:13]=1SC.[C:17](=O)(O)[O-].[Na+], predict the reaction product. The product is: [F:7][C:8]1[CH:9]=[C:10]([OH:16])[CH:11]=[CH:12][C:13]=1[S:3]([CH3:17])(=[O:5])=[O:2]. (3) Given the reactants [C:1]([O:5][C:6](=[O:47])[C:7]1[CH:12]=[C:11]([C:13]2[CH:18]=[C:17]([S:19][CH2:20][CH2:21][NH:22][C:23](=[O:43])[CH:24]([NH:35]C(OC(C)(C)C)=O)[CH2:25][CH2:26][NH:27]C(OC(C)(C)C)=O)[N:16]=[C:15]([NH2:44])[N:14]=2)[C:10]([CH3:45])=[CH:9][C:8]=1[CH3:46])([CH3:4])([CH3:3])[CH3:2].[F:48][C:49]([F:54])([F:53])[C:50]([OH:52])=[O:51], predict the reaction product. The product is: [F:48][C:49]([F:54])([F:53])[C:50]([OH:52])=[O:51].[F:48][C:49]([F:54])([F:53])[C:50]([OH:52])=[O:51].[F:48][C:49]([F:54])([F:53])[C:50]([OH:52])=[O:51].[C:1]([O:5][C:6](=[O:47])[C:7]1[CH:12]=[C:11]([C:13]2[CH:18]=[C:17]([S:19][CH2:20][CH2:21][NH:22][C:23](=[O:43])[CH:24]([NH2:35])[CH2:25][CH2:26][NH2:27])[N:16]=[C:15]([NH2:44])[N:14]=2)[C:10]([CH3:45])=[CH:9][C:8]=1[CH3:46])([CH3:3])([CH3:2])[CH3:4]. (4) Given the reactants [C:1]([O:5][C:6]([N:8]1[CH2:13][CH2:12][O:11][C@H:10]([C:14](=[O:22])[C:15]2[CH:20]=[CH:19][CH:18]=[C:17]([F:21])[CH:16]=2)[CH2:9]1)=[O:7])([CH3:4])([CH3:3])[CH3:2], predict the reaction product. The product is: [C:1]([O:5][C:6]([N:8]1[CH2:13][CH2:12][O:11][C@H:10]([C@@H:14]([C:15]2[CH:20]=[CH:19][CH:18]=[C:17]([F:21])[CH:16]=2)[OH:22])[CH2:9]1)=[O:7])([CH3:4])([CH3:2])[CH3:3]. (5) The product is: [NH4+:8].[OH-:19].[C:1]([C:5]1[CH:6]=[C:7]([NH:17][C:18]([NH:20][C@@H:21]2[C:30]3[C:25](=[CH:26][CH:27]=[CH:28][CH:29]=3)[C@H:24]([O:31][C:32]3[CH:33]=[CH:34][C:35]4[N:36]([C:38]([CH2:41][CH:42]5[CH2:43][CH2:44][N:45]([CH2:63][CH:64]([F:66])[F:65])[CH2:46][CH2:47]5)=[N:39][N:40]=4)[CH:37]=3)[CH2:23][CH2:22]2)=[O:19])[N:8]([C:10]2[CH:11]=[CH:12][C:13]([CH3:16])=[CH:14][CH:15]=2)[N:9]=1)([CH3:4])([CH3:2])[CH3:3]. Given the reactants [C:1]([C:5]1[CH:6]=[C:7]([NH:17][C:18]([NH:20][C@@H:21]2[C:30]3[C:25](=[CH:26][CH:27]=[CH:28][CH:29]=3)[C@H:24]([O:31][C:32]3[CH:33]=[CH:34][C:35]4[N:36]([C:38]([CH2:41][CH:42]5[CH2:47][CH2:46][NH:45][CH2:44][CH2:43]5)=[N:39][N:40]=4)[CH:37]=3)[CH2:23][CH2:22]2)=[O:19])[N:8]([C:10]2[CH:15]=[CH:14][C:13]([CH3:16])=[CH:12][CH:11]=2)[N:9]=1)([CH3:4])([CH3:3])[CH3:2].CCN(C(C)C)C(C)C.FC(F)(F)S(O[CH2:63][CH:64]([F:66])[F:65])(=O)=O.CC#N, predict the reaction product.